Predict the product of the given reaction. From a dataset of Forward reaction prediction with 1.9M reactions from USPTO patents (1976-2016). (1) Given the reactants C(OC(=O)NCC(O)[CH:10]([OH:36])[C:11]1[CH:12]=[C:13]2[C:18](=[CH:19][CH:20]=1)[N:17]=[CH:16][N:15]=[C:14]2[NH:21][C:22]1[CH:27]=[CH:26][C:25]([O:28][C:29]2[CH:34]=[CH:33][CH:32]=[CH:31][CH:30]=2)=[C:24]([CH3:35])[CH:23]=1)(C)(C)C, predict the reaction product. The product is: [CH3:35][C:24]1[CH:23]=[C:22]([NH:21][C:14]2[C:13]3[C:18](=[CH:19][CH:20]=[C:11]([CH:10]=[O:36])[CH:12]=3)[N:17]=[CH:16][N:15]=2)[CH:27]=[CH:26][C:25]=1[O:28][C:29]1[CH:30]=[CH:31][CH:32]=[CH:33][CH:34]=1. (2) Given the reactants C1(N)C(F)=C(F)C(F)=C(N)C=1F.Cl.Cl.[CH2:15]1[NH:20][CH2:19][CH2:18][N:17]2[CH2:21][CH2:22][CH2:23][CH2:24][C@H:16]12.C(N(C(C)C)CC)(C)C.Cl[C:35]1[N:36]=[N:37][C:38]([C:41]2[CH:46]=[CH:45][C:44]([C:47]([F:50])([F:49])[F:48])=[CH:43][CH:42]=2)=[CH:39][CH:40]=1, predict the reaction product. The product is: [F:50][C:47]([F:48])([F:49])[C:44]1[CH:43]=[CH:42][C:41]([C:38]2[N:37]=[N:36][C:35]([N:20]3[CH2:19][CH2:18][N:17]4[CH2:21][CH2:22][CH2:23][CH2:24][C@@H:16]4[CH2:15]3)=[CH:40][CH:39]=2)=[CH:46][CH:45]=1. (3) The product is: [CH:1]1([C@H:7]([NH:20][C:21]([C:23]2[C:24]([OH:34])=[N:25][C:26]([N:29]3[CH:33]=[CH:32][CH:31]=[N:30]3)=[N:27][CH:28]=2)=[O:22])[C:8]2[CH:13]=[CH:12][C:11]([P:14]([CH3:19])(=[O:15])[OH:18])=[CH:10][CH:9]=2)[CH2:6][CH2:5][CH2:4][CH2:3][CH2:2]1. Given the reactants [CH:1]1([C@H:7]([NH:20][C:21]([C:23]2[C:24]([OH:34])=[N:25][C:26]([N:29]3[CH:33]=[CH:32][CH:31]=[N:30]3)=[N:27][CH:28]=2)=[O:22])[C:8]2[CH:13]=[CH:12][C:11]([P:14]([CH3:19])(=[O:18])[O:15]CC)=[CH:10][CH:9]=2)[CH2:6][CH2:5][CH2:4][CH2:3][CH2:2]1.[OH-].[Na+], predict the reaction product. (4) Given the reactants [C:1]([O:14][C@H:15]([CH2:63][O:64][C:65](=[O:77])[CH2:66][CH2:67][CH2:68][CH2:69][CH2:70][CH2:71][CH2:72][CH2:73][CH2:74][CH2:75][CH3:76])[CH2:16][S:17][CH2:18][C@H:19]([NH2:62])[C:20](=[O:61])[NH:21][CH2:22][CH2:23][CH2:24][O:25][CH2:26][CH2:27][O:28][CH2:29][CH2:30][O:31][CH2:32][CH2:33][CH2:34][NH:35][C:36](=[O:60])[CH:37]([NH2:59])[CH2:38][S:39]C(C1C=CC=CC=1)(C1C=CC=CC=1)C1C=CC=CC=1)(=[O:13])[CH2:2][CH2:3][CH2:4][CH2:5][CH2:6][CH2:7][CH2:8][CH2:9][CH2:10][CH2:11][CH3:12].C([SiH](C(C)C)C(C)C)(C)C, predict the reaction product. The product is: [C:1]([O:14][C@H:15]([CH2:63][O:64][C:65](=[O:77])[CH2:66][CH2:67][CH2:68][CH2:69][CH2:70][CH2:71][CH2:72][CH2:73][CH2:74][CH2:75][CH3:76])[CH2:16][S:17][CH2:18][C@H:19]([NH2:62])[C:20](=[O:61])[NH:21][CH2:22][CH2:23][CH2:24][O:25][CH2:26][CH2:27][O:28][CH2:29][CH2:30][O:31][CH2:32][CH2:33][CH2:34][NH:35][C:36](=[O:60])[CH:37]([NH2:59])[CH2:38][SH:39])(=[O:13])[CH2:2][CH2:3][CH2:4][CH2:5][CH2:6][CH2:7][CH2:8][CH2:9][CH2:10][CH2:11][CH3:12]. (5) Given the reactants [CH2:1]([O:3][CH2:4][O:5][C:6](=[O:16])[CH:7]=[CH:8][C:9]1[CH:14]=[CH:13][C:12]([OH:15])=[CH:11][CH:10]=1)[CH3:2].[C:17]([O:21][CH2:22][CH2:23][CH2:24][CH2:25][CH2:26][CH2:27][O:28][C:29]1[CH:37]=[CH:36][C:32]([C:33](O)=[O:34])=[CH:31][CH:30]=1)(=[O:20])[CH:18]=[CH2:19], predict the reaction product. The product is: [C:17]([O:21][CH2:22][CH2:23][CH2:24][CH2:25][CH2:26][CH2:27][O:28][C:29]1[CH:37]=[CH:36][C:32]([C:33]([O:15][C:12]2[CH:11]=[CH:10][C:9]([CH:8]=[CH:7][C:6]([O:5][CH2:4][O:3][CH2:1][CH3:2])=[O:16])=[CH:14][CH:13]=2)=[O:34])=[CH:31][CH:30]=1)(=[O:20])[CH:18]=[CH2:19]. (6) Given the reactants [H-].[Al+3].[Li+].[H-].[H-].[H-].[CH3:7][O:8][C:9]1[CH:31]=[CH:30][C:12]([CH2:13][NH:14][C:15]2[N:25]=[CH:24][CH:23]=[C:22]([C:26]([F:29])([F:28])[F:27])[C:16]=2[C:17](OCC)=[O:18])=[CH:11][CH:10]=1.O.O.O.O.O.O.O.O.O.O.S([O-])([O-])(=O)=O.[Na+].[Na+], predict the reaction product. The product is: [CH3:7][O:8][C:9]1[CH:10]=[CH:11][C:12]([CH2:13][NH:14][C:15]2[N:25]=[CH:24][CH:23]=[C:22]([C:26]([F:28])([F:29])[F:27])[C:16]=2[CH:17]=[O:18])=[CH:30][CH:31]=1.